This data is from Full USPTO retrosynthesis dataset with 1.9M reactions from patents (1976-2016). The task is: Predict the reactants needed to synthesize the given product. (1) Given the product [CH3:28][C:22]1[CH:23]=[C:24]([CH3:27])[CH:25]=[CH:26][C:21]=1[C:20]1[C:15]2[CH:14]=[C:13]([CH2:11][NH:10][CH2:7][CH2:8][CH3:9])[S:30][C:16]=2[N:17]=[C:18]([NH2:29])[N:19]=1, predict the reactants needed to synthesize it. The reactants are: [H-].[Al+3].[Li+].[H-].[H-].[H-].[CH2:7]([NH:10][C:11]([C:13]1[S:30][C:16]2[N:17]=[C:18]([NH2:29])[N:19]=[C:20]([C:21]3[CH:26]=[CH:25][C:24]([CH3:27])=[CH:23][C:22]=3[CH3:28])[C:15]=2[CH:14]=1)=O)[CH2:8][CH3:9].O.[OH-].[Na+]. (2) The reactants are: COC(C1C=C(O)C2C(=C(OCC3C=CC=CC=3)C=CC=2)N=1)=O.C[O:25][C:26]([C:28]1[CH:37]=[C:36]([OH:38])[C:35]2[C:30](=[C:31]([NH2:46])[CH:32]=[C:33]([CH2:39][CH2:40][CH2:41][CH2:42][CH2:43][C:44]#[N:45])[CH:34]=2)[N:29]=1)=[O:27]. Given the product [C:44]([CH2:43][CH2:42][CH2:41][CH2:40][CH2:39][C:33]1[CH:34]=[C:35]2[C:30](=[C:31]([NH2:46])[CH:32]=1)[N:29]=[C:28]([C:26]([OH:27])=[O:25])[CH:37]=[C:36]2[OH:38])#[N:45], predict the reactants needed to synthesize it. (3) Given the product [F:1][C:2]1[CH:3]=[C:4]([C:12]2[S:16][C:15]([N:17]=[C:19]=[O:20])=[N:14][C:13]=2[CH3:18])[CH:5]=[CH:6][C:7]=1[S:8]([CH3:11])(=[O:9])=[O:10], predict the reactants needed to synthesize it. The reactants are: [F:1][C:2]1[CH:3]=[C:4]([C:12]2[S:16][C:15]([NH2:17])=[N:14][C:13]=2[CH3:18])[CH:5]=[CH:6][C:7]=1[S:8]([CH3:11])(=[O:10])=[O:9].[C:19](Cl)(Cl)=[O:20]. (4) Given the product [OH:10][C:11]1[CH:29]=[CH:28][C:14]2[NH:15][C:16](=[N:18][C:19](=[O:27])[C:20]3[CH:25]=[CH:24][C:23]([CH3:26])=[CH:22][CH:21]=3)[S:17][C:13]=2[CH:12]=1, predict the reactants needed to synthesize it. The reactants are: [OH-].[Na+].CC1C=CC(C([O:10][C:11]2[CH:29]=[CH:28][C:14]3[NH:15][C:16](=[N:18][C:19](=[O:27])[C:20]4[CH:25]=[CH:24][C:23]([CH3:26])=[CH:22][CH:21]=4)[S:17][C:13]=3[CH:12]=2)=O)=CC=1.O1CCCC1. (5) Given the product [CH3:19][O:18][C:15]1[CH:16]=[CH:17][C:12]([C:8]2[N:9]([CH3:25])[C:10]3[C:6]([CH:7]=2)=[CH:5][CH:4]=[C:3]([O:2][CH3:1])[CH:11]=3)=[C:13]([NH2:20])[CH:14]=1, predict the reactants needed to synthesize it. The reactants are: [CH3:1][O:2][C:3]1[CH:11]=[C:10]2[C:6]([CH:7]=[C:8]([C:12]3[CH:17]=[CH:16][C:15]([O:18][CH3:19])=[CH:14][C:13]=3[N+:20]([O-])=O)[NH:9]2)=[CH:5][CH:4]=1.[H-].[Na+].[CH3:25]I. (6) Given the product [N:1]1([CH:23]([NH:17][C:15](=[O:16])[C:14]2[CH:18]=[CH:19][C:11]([Cl:10])=[CH:12][CH:13]=2)[CH2:22][CH:21]([CH3:25])[CH3:20])[C:5]2[CH:6]=[CH:7][CH:8]=[CH:9][C:4]=2[N:3]=[N:2]1, predict the reactants needed to synthesize it. The reactants are: [NH:1]1[C:5]2[CH:6]=[CH:7][CH:8]=[CH:9][C:4]=2[N:3]=[N:2]1.[Cl:10][C:11]1[CH:19]=[CH:18][C:14]([C:15]([NH2:17])=[O:16])=[CH:13][CH:12]=1.[CH3:20][CH:21]([CH3:25])[CH2:22][CH:23]=O.C1(C)C=CC(S(O)(=O)=O)=CC=1. (7) Given the product [C:8]([C:5]1[N:6]=[CH:7][C:2]([N:16]([CH3:15])[CH:17]2[CH2:20][N:19]([C:21]([O:23][C:24]([CH3:26])([CH3:25])[CH3:27])=[O:22])[CH2:18]2)=[C:3]2[CH:13]=[CH:12][NH:11][C:4]=12)(=[O:9])[NH2:10], predict the reactants needed to synthesize it. The reactants are: Br[C:2]1[CH:7]=[N:6][C:5]([C:8]([NH2:10])=[O:9])=[C:4]2[NH:11][CH:12]=[CH:13][C:3]=12.Cl.[CH3:15][NH:16][CH:17]1[CH2:20][N:19]([C:21]([O:23][C:24]([CH3:27])([CH3:26])[CH3:25])=[O:22])[CH2:18]1.ClC1C(P(C2CCCCC2)C2CCCCC2)=C(C2C(C(C)C)=CC(C(C)C)=CC=2C(C)C)C=CC=1.[Li+].C[Si]([N-][Si](C)(C)C)(C)C. (8) The reactants are: [OH:1][C:2]1[CH:3]=[C:4]([CH:9]=[C:10]([OH:12])[CH:11]=1)[C:5]([O:7][CH3:8])=[O:6].[CH2:13](Br)[C:14]1[CH:19]=[CH:18][CH:17]=[CH:16][CH:15]=1.[C:21](=O)([O-])[O-].[K+].[K+].Cl. Given the product [CH2:13]([O:1][C:2]1[CH:3]=[C:4]([CH:9]=[C:10]([O:12][CH3:21])[CH:11]=1)[C:5]([O:7][CH3:8])=[O:6])[C:14]1[CH:19]=[CH:18][CH:17]=[CH:16][CH:15]=1, predict the reactants needed to synthesize it. (9) Given the product [CH3:10][N:11]1[C:1]([C:2]([Cl:4])=[O:3])=[C:14]([C:19]2[CH:24]=[CH:23][CH:22]=[C:21]([CH3:25])[N:20]=2)[CH:13]=[N:12]1, predict the reactants needed to synthesize it. The reactants are: [C:1](Cl)(=O)[C:2]([Cl:4])=[O:3].C(Cl)Cl.[CH3:10][N:11]1C(C(O)=O)=[C:14]([C:19]2[CH:24]=[CH:23][CH:22]=[C:21]([CH3:25])[N:20]=2)[CH:13]=[N:12]1.